From a dataset of Reaction yield outcomes from USPTO patents with 853,638 reactions. Predict the reaction yield, written as a fraction of the theoretical maximum amount of product (1.0 means a 100% yield; for example, 0.34 means a 34% yield). (1) The reactants are [CH2:1]([C@H:8]([NH:20]C(=O)OC(C)(C)C)[C@H:9]([OH:19])[CH2:10][NH:11][O:12][CH:13]1[CH2:18][CH2:17][CH2:16][CH2:15][CH2:14]1)[C:2]1[CH:7]=[CH:6][CH:5]=[CH:4][CH:3]=1. The product is [NH2:20][C@@H:8]([CH2:1][C:2]1[CH:7]=[CH:6][CH:5]=[CH:4][CH:3]=1)[C@H:9]([OH:19])[CH2:10][NH:11][O:12][CH:13]1[CH2:14][CH2:15][CH2:16][CH2:17][CH2:18]1. The yield is 0.970. The catalyst is FC(F)(F)C(O)=O. (2) The reactants are [NH2:1][NH2:2].[Br:3][C:4]1[CH:5]=[N:6][C:7](OC)=[C:8]([CH:11]=1)[C:9]#[N:10]. No catalyst specified. The product is [Br:3][C:4]1[CH:11]=[C:8]2[C:9]([NH2:10])=[N:2][NH:1][C:7]2=[N:6][CH:5]=1. The yield is 0.720. (3) The reactants are [CH3:1][C:2]1([CH3:15])[C@@H:6]2[CH2:7][CH2:8][C@@H:9]([C:11]([OH:13])=O)[CH2:10][N:5]2[C:4](=[O:14])[O:3]1.C(Cl)(C(Cl)=O)=O.Cl.[Cl:23][C:24]1[C:25]([CH2:30][NH2:31])=[N:26][CH:27]=[CH:28][N:29]=1. The catalyst is C(Cl)Cl.CN(C=O)C. The product is [Cl:23][C:24]1[C:25]([CH2:30][NH:31][C:11]([C@H:9]2[CH2:10][N:5]3[C:4](=[O:14])[O:3][C:2]([CH3:1])([CH3:15])[C@@H:6]3[CH2:7][CH2:8]2)=[O:13])=[N:26][CH:27]=[CH:28][N:29]=1. The yield is 0.942. (4) The reactants are [Br:1][C:2]1[CH:11]=[C:10]2[C:5]([CH:6]=[CH:7][N:8]=[C:9]2[OH:12])=[CH:4][CH:3]=1.[CH2:13](Br)[CH2:14][C:15]1[CH:20]=[CH:19][CH:18]=[CH:17][CH:16]=1.[OH-].[Na+]. The catalyst is [Br-].C([N+](CCCC)(CCCC)CCCC)CCC.C1(C)C=CC=CC=1.CC(OC)(C)C. The product is [Br:1][C:2]1[CH:11]=[C:10]2[C:5]([CH:6]=[CH:7][N:8]([CH2:13][CH2:14][C:15]3[CH:20]=[CH:19][CH:18]=[CH:17][CH:16]=3)[C:9]2=[O:12])=[CH:4][CH:3]=1. The yield is 0.770. (5) The reactants are Br[C:2]1[CH:7]=[CH:6][C:5]([C:8]([F:11])([F:10])[F:9])=[CH:4][C:3]=1[C:12]([F:15])([F:14])[F:13].[OH:16][CH:17]1[CH2:21][CH2:20][NH:19][CH2:18]1. No catalyst specified. The product is [F:13][C:12]([F:15])([F:14])[C:3]1[CH:4]=[C:5]([C:8]([F:11])([F:10])[F:9])[CH:6]=[CH:7][C:2]=1[N:19]1[CH2:20][CH2:21][CH:17]([OH:16])[CH2:18]1. The yield is 0.450. (6) The reactants are CN(OC)[C:3](=[O:12])[C:4]1[CH:9]=[CH:8][CH:7]=[C:6]([O:10][CH3:11])[CH:5]=1.[CH2:15]([Mg]Cl)[CH2:16][CH3:17].Cl. The catalyst is C1COCC1. The product is [CH3:11][O:10][C:6]1[CH:5]=[C:4]([C:3](=[O:12])[CH2:15][CH2:16][CH3:17])[CH:9]=[CH:8][CH:7]=1. The yield is 0.840.